Dataset: Forward reaction prediction with 1.9M reactions from USPTO patents (1976-2016). Task: Predict the product of the given reaction. (1) Given the reactants CN(CCN(C)C)C.[Li]CCCC.[Cl:14][C:15]1[N:20]=[CH:19][C:18]([NH:21][C:22](=[O:28])[O:23][C:24]([CH3:27])([CH3:26])[CH3:25])=[CH:17][CH:16]=1.[I:29]I, predict the reaction product. The product is: [Cl:14][C:15]1[N:20]=[CH:19][C:18]([NH:21][C:22](=[O:28])[O:23][C:24]([CH3:25])([CH3:27])[CH3:26])=[C:17]([I:29])[CH:16]=1. (2) Given the reactants C([O:3][C:4](=[O:35])[CH:5]([O:33][CH3:34])[CH2:6][C:7]1[CH:12]=[CH:11][C:10]([O:13][CH2:14][CH2:15][CH2:16][O:17][C:18]2[CH:23]=[CH:22][C:21]([C:24](=[O:31])[C:25]3[CH:30]=[CH:29][CH:28]=[CH:27][CH:26]=3)=[CH:20][CH:19]=2)=[C:9]([CH3:32])[CH:8]=1)C.[OH-].[Na+], predict the reaction product. The product is: [C:24]([C:21]1[CH:20]=[CH:19][C:18]([O:17][CH2:16][CH2:15][CH2:14][O:13][C:10]2[CH:11]=[CH:12][C:7]([CH2:6][CH:5]([O:33][CH3:34])[C:4]([OH:35])=[O:3])=[CH:8][C:9]=2[CH3:32])=[CH:23][CH:22]=1)(=[O:31])[C:25]1[CH:26]=[CH:27][CH:28]=[CH:29][CH:30]=1. (3) Given the reactants C[O:2][C:3](=[O:17])[CH2:4][C:5]1[N:9]2[CH:10]=[CH:11][CH:12]=[CH:13][C:8]2=[C:7]([C:14](=[O:16])[CH3:15])[N:6]=1.O[Li:19].O, predict the reaction product. The product is: [C:14]([C:7]1[N:6]=[C:5]([CH2:4][C:3]([O-:17])=[O:2])[N:9]2[CH:10]=[CH:11][CH:12]=[CH:13][C:8]=12)(=[O:16])[CH3:15].[Li+:19]. (4) Given the reactants [C:1]([O:5][C:6](=[O:19])[NH:7][C:8]1[CH:13]=[C:12](Cl)[C:11]([CH3:15])=[CH:10][C:9]=1[N+:16]([O-:18])=[O:17])([CH3:4])([CH3:3])[CH3:2].[CH3:20][NH:21][CH3:22], predict the reaction product. The product is: [C:1]([O:5][C:6](=[O:19])[NH:7][C:8]1[CH:13]=[C:12]([N:21]([CH3:22])[CH3:20])[C:11]([CH3:15])=[CH:10][C:9]=1[N+:16]([O-:18])=[O:17])([CH3:4])([CH3:3])[CH3:2]. (5) Given the reactants Cl[C:2]1[N:3]=[CH:4][C:5]2[CH:11]=[CH:10][C:9](=[O:12])[N:8]([CH:13]([CH3:15])[CH3:14])[C:6]=2[N:7]=1.[CH3:16][O:17][C:18]1[CH:23]=[CH:22][C:21]([NH2:24])=[CH:20][CH:19]=1, predict the reaction product. The product is: [CH:13]([N:8]1[C:6]2[N:7]=[C:2]([NH:24][C:21]3[CH:22]=[CH:23][C:18]([O:17][CH3:16])=[CH:19][CH:20]=3)[N:3]=[CH:4][C:5]=2[CH:11]=[CH:10][C:9]1=[O:12])([CH3:15])[CH3:14]. (6) Given the reactants [O:1]1[CH2:6][CH2:5][CH2:4][CH2:3][CH:2]1[O:7][CH2:8][CH2:9][C:10]1[CH:15]=[CH:14][C:13](Br)=[CH:12][CH:11]=1.[O:17]1CCC[CH2:18]1.C([Li])CCC.[Cl-].[NH4+], predict the reaction product. The product is: [O:1]1[CH2:6][CH2:5][CH2:4][CH2:3][CH:2]1[O:7][CH2:8][CH2:9][C:10]1[CH:15]=[CH:14][C:13]([CH:18]=[O:17])=[CH:12][CH:11]=1. (7) Given the reactants [C:1]([C:3]1[CH:8]=[CH:7][C:6]([NH:9][CH:10]([C:16]2[CH:21]=[CH:20][C:19]([OH:22])=[C:18]([CH2:23][CH3:24])[CH:17]=2)[C:11]([O:13][CH2:14][CH3:15])=[O:12])=[CH:5][CH:4]=1)#[N:2].C1(=O)O[CH2:28][CH2:27][O:26]1, predict the reaction product. The product is: [C:1]([C:3]1[CH:8]=[CH:7][C:6]([NH:9][CH:10]([C:16]2[CH:21]=[CH:20][C:19]([O:22][CH2:28][CH2:27][OH:26])=[C:18]([CH2:23][CH3:24])[CH:17]=2)[C:11]([O:13][CH2:14][CH3:15])=[O:12])=[CH:5][CH:4]=1)#[N:2].